Dataset: Peptide-MHC class I binding affinity with 185,985 pairs from IEDB/IMGT. Task: Regression. Given a peptide amino acid sequence and an MHC pseudo amino acid sequence, predict their binding affinity value. This is MHC class I binding data. (1) The peptide sequence is SRDWFMLMPK. The MHC is HLA-A03:01 with pseudo-sequence HLA-A03:01. The binding affinity (normalized) is 0.501. (2) The peptide sequence is GTEEIRSLY. The MHC is HLA-B57:01 with pseudo-sequence HLA-B57:01. The binding affinity (normalized) is 0.0847.